From a dataset of Full USPTO retrosynthesis dataset with 1.9M reactions from patents (1976-2016). Predict the reactants needed to synthesize the given product. (1) Given the product [Cl:31][C:30]1[CH:29]=[C:6]([CH:5]=[CH:4][C:3]=1[O:2][CH3:1])[CH2:7][NH:8][CH2:9][CH2:10][NH:11][C:12]([C:14]1[S:15][CH:16]=[CH:17][C:18]=1[NH:19][C:20]1[CH:25]=[CH:24][N:23]=[C:22]2[NH:26][CH:27]=[CH:28][C:21]=12)=[O:13], predict the reactants needed to synthesize it. The reactants are: [CH3:1][O:2][C:3]1[CH:30]=[CH:29][C:6]([CH2:7][NH:8][CH2:9][CH2:10][NH:11][C:12]([C:14]2[S:15][CH:16]=[CH:17][C:18]=2[NH:19][C:20]2[CH:25]=[CH:24][N:23]=[C:22]3[NH:26][CH:27]=[CH:28][C:21]=23)=[O:13])=[CH:5][CH:4]=1.[Cl:31]C1C=C(C=CC=1OC)C=O. (2) Given the product [Cl:1][C:2]1[C:7]([N+:8]([O-:10])=[O:9])=[C:6]([CH3:11])[CH:5]=[CH:4][N+:3]=1[O-:13], predict the reactants needed to synthesize it. The reactants are: [Cl:1][C:2]1[C:7]([N+:8]([O-:10])=[O:9])=[C:6]([CH3:11])[CH:5]=[CH:4][N:3]=1.C(N)(N)=[O:13].OO.FC(F)(F)C(OC(=O)C(F)(F)F)=O.